This data is from Ames mutagenicity test results for genotoxicity prediction. The task is: Regression/Classification. Given a drug SMILES string, predict its toxicity properties. Task type varies by dataset: regression for continuous values (e.g., LD50, hERG inhibition percentage) or binary classification for toxic/non-toxic outcomes (e.g., AMES mutagenicity, cardiotoxicity, hepatotoxicity). Dataset: ames. (1) The drug is Nc1ccc(Oc2ccccc2)cc1. The result is 1 (mutagenic). (2) The drug is COc1ccc(C=O)cc1OC. The result is 0 (non-mutagenic). (3) The compound is O=C1Nc2ccc(Cl)cc2C(c2ccccc2)=N[C@@H]1O. The result is 0 (non-mutagenic). (4) The molecule is CC(=O)Nc1snc2ccc(Cl)cc12. The result is 1 (mutagenic). (5) The drug is Cc1cc2c(c3ccc4ccccc4c13)CC[C@H]2C. The result is 1 (mutagenic). (6) The molecule is CCN(CCCl)CCCNc1c2ccc(Cl)cc2nc2ccc(OC)nc12. The result is 1 (mutagenic).